From a dataset of Catalyst prediction with 721,799 reactions and 888 catalyst types from USPTO. Predict which catalyst facilitates the given reaction. (1) Reactant: [ClH:1].C(OC([NH:9][CH:10]1[CH2:13][N:12]([C:14]2[N:19]=[CH:18][C:17]([C:20]([O:22][CH2:23][CH3:24])=[O:21])=[CH:16][N:15]=2)[CH2:11]1)=O)(C)(C)C. Product: [ClH:1].[NH2:9][CH:10]1[CH2:11][N:12]([C:14]2[N:19]=[CH:18][C:17]([C:20]([O:22][CH2:23][CH3:24])=[O:21])=[CH:16][N:15]=2)[CH2:13]1. The catalyst class is: 12. (2) Reactant: [CH3:1][C:2]1[CH:7]=[C:6]([I:8])[CH:5]=[CH:4][C:3]=1[OH:9].[Br:10][CH2:11][CH2:12]Br.[OH-].[Na+].C(O)C. Product: [Br:10][CH2:11][CH2:12][O:9][C:3]1[CH:4]=[CH:5][C:6]([I:8])=[CH:7][C:2]=1[CH3:1]. The catalyst class is: 4. (3) Reactant: [OH:1][CH:2]([C:17]1[CH:22]=[CH:21][C:20]([C:23]2[N:27]=[C:26]([C:28]3[O:32][N:31]=[C:30]([C:33]4[CH:38]=[CH:37][CH:36]=[CH:35][CH:34]=4)[C:29]=3[C:39]([F:42])([F:41])[F:40])[O:25][N:24]=2)=[CH:19][CH:18]=1)[C:3]([NH:5][CH:6]1[CH2:9][N:8](C(OC(C)(C)C)=O)[CH2:7]1)=[O:4].[C:43]([OH:49])([C:45]([F:48])([F:47])[F:46])=[O:44]. Product: [NH:8]1[CH2:7][CH:6]([NH:5][C:3](=[O:4])[CH:2]([OH:1])[C:17]2[CH:22]=[CH:21][C:20]([C:23]3[N:27]=[C:26]([C:28]4[O:32][N:31]=[C:30]([C:33]5[CH:38]=[CH:37][CH:36]=[CH:35][CH:34]=5)[C:29]=4[C:39]([F:42])([F:40])[F:41])[O:25][N:24]=3)=[CH:19][CH:18]=2)[CH2:9]1.[C:43]([OH:49])([C:45]([F:48])([F:47])[F:46])=[O:44]. The catalyst class is: 2. (4) Reactant: P(Cl)(Cl)(Cl)=O.[CH:6]([C:9]1[CH:17]=[C:16]([CH:18]([CH3:20])[CH3:19])[CH:15]=[C:11]([C:12]([NH2:14])=O)[C:10]=1[OH:21])([CH3:8])[CH3:7]. Product: [OH:21][C:10]1[C:9]([CH:6]([CH3:7])[CH3:8])=[CH:17][C:16]([CH:18]([CH3:20])[CH3:19])=[CH:15][C:11]=1[C:12]#[N:14]. The catalyst class is: 17. (5) Reactant: [Br:1][C:2]1[CH:8]=[C:7]([Cl:9])[CH:6]=[CH:5][C:3]=1[NH2:4].[H+].[B-:11]([F:15])([F:14])([F:13])[F:12].[N:16]([O-])=O.[Na+].C(OCC)C. The catalyst class is: 14. Product: [F:12][B-:11]([F:15])([F:14])[F:13].[Br:1][C:2]1[CH:8]=[C:7]([Cl:9])[CH:6]=[CH:5][C:3]=1[N+:4]#[N:16]. (6) The catalyst class is: 1. Reactant: [H-].C([Al+]CC(C)C)C(C)C.C1(C)C=CC=CC=1.[Cl:18][C:19]1[CH:33]=[C:32]([Cl:34])[CH:31]=[CH:30][C:20]=1[O:21][C:22]1[CH:29]=[CH:28][CH:27]=[CH:26][C:23]=1[C:24]#N.[OH2:35]. Product: [Cl:18][C:19]1[CH:33]=[C:32]([Cl:34])[CH:31]=[CH:30][C:20]=1[O:21][C:22]1[CH:29]=[CH:28][CH:27]=[CH:26][C:23]=1[CH:24]=[O:35]. (7) Reactant: [O:1]=[C:2]1[CH2:11][CH2:10][CH2:9][C:8]2[CH:7]=[C:6](NC(=O)C)[CH:5]=[CH:4][C:3]1=2.S(O)(O)(=O)=O.NC1C=C2C(=CC=1)C(=O)CCC2.N([O-])=O.[Na+].[I-:37].[K+]. Product: [I:37][C:6]1[CH:7]=[C:8]2[C:3](=[CH:4][CH:5]=1)[C:2](=[O:1])[CH2:11][CH2:10][CH2:9]2. The catalyst class is: 445.